From a dataset of Catalyst prediction with 721,799 reactions and 888 catalyst types from USPTO. Predict which catalyst facilitates the given reaction. (1) Reactant: [CH3:1][C:2]1[CH:7]=[CH:6][C:5]([C:8]2[CH2:13][CH2:12][CH2:11][CH2:10][C:9]=2[C:14]([NH:16][C:17]2[CH:18]=[CH:19][C:20]([N:23]([CH2:31][CH2:32][N:33]3[CH:37]=[CH:36][CH:35]=[N:34]3)C(=O)OC(C)(C)C)=[N:21][CH:22]=2)=[O:15])=[CH:4][CH:3]=1.FC(F)(F)C(O)=O. Product: [CH3:1][C:2]1[CH:7]=[CH:6][C:5]([C:8]2[CH2:13][CH2:12][CH2:11][CH2:10][C:9]=2[C:14]([NH:16][C:17]2[CH:22]=[N:21][C:20]([NH:23][CH2:31][CH2:32][N:33]3[CH:37]=[CH:36][CH:35]=[N:34]3)=[CH:19][CH:18]=2)=[O:15])=[CH:4][CH:3]=1. The catalyst class is: 4. (2) Reactant: F.F.[OH:3][C@H:4]([C:49]1[CH:58]=[CH:57][C:56]([OH:59])=[C:55]2[C:50]=1[CH:51]=[CH:52][C:53](=[O:60])[NH:54]2)[CH2:5][NH:6][CH2:7][C:8]1[CH:13]=[CH:12][C:11]([NH:14][C:15]([CH2:17][CH2:18][CH2:19][CH2:20][N:21]([CH3:48])[C:22]([CH2:24][CH2:25][N:26]2[CH2:31][CH2:30][CH:29]([O:32][C:33](=[O:47])[NH:34][C:35]3[CH:40]=[CH:39][CH:38]=[CH:37][C:36]=3[C:41]3[CH:46]=[CH:45][CH:44]=[CH:43][CH:42]=3)[CH2:28][CH2:27]2)=[O:23])=[O:16])=[CH:10][CH:9]=1.C(Cl)Cl.[OH-].[NH4+]. Product: [OH:3][C@H:4]([C:49]1[CH:58]=[CH:57][C:56]([OH:59])=[C:55]2[C:50]=1[CH:51]=[CH:52][C:53](=[O:60])[NH:54]2)[CH2:5][NH:6][CH2:7][C:8]1[CH:9]=[CH:10][C:11]([NH:14][C:15]([CH2:17][CH2:18][CH2:19][CH2:20][N:21]([CH3:48])[C:22]([CH2:24][CH2:25][N:26]2[CH2:31][CH2:30][CH:29]([O:32][C:33](=[O:47])[NH:34][C:35]3[CH:40]=[CH:39][CH:38]=[CH:37][C:36]=3[C:41]3[CH:46]=[CH:45][CH:44]=[CH:43][CH:42]=3)[CH2:28][CH2:27]2)=[O:23])=[O:16])=[CH:12][CH:13]=1. The catalyst class is: 5. (3) The catalyst class is: 6. Reactant: Cl[CH2:2][C:3]1[CH:4]=[CH:5][C:6]([O:13][CH2:14][C:15]2[N:16]=[C:17]([C:21]3[O:22][CH:23]=[CH:24][CH:25]=3)[O:18][C:19]=2[CH3:20])=[C:7]([CH:12]=1)[C:8]([O:10][CH3:11])=[O:9].[OH:26][C:27]1[C:31]([CH:32]=[O:33])=[CH:30][N:29]([C:34]2[CH:39]=[CH:38][CH:37]=[CH:36][CH:35]=2)[N:28]=1.CN(C)C=O.[H-].[Na+]. Product: [CH:32]([C:31]1[C:27]([O:26][CH2:2][C:3]2[CH:4]=[CH:5][C:6]([O:13][CH2:14][C:15]3[N:16]=[C:17]([C:21]4[O:22][CH:23]=[CH:24][CH:25]=4)[O:18][C:19]=3[CH3:20])=[C:7]([CH:12]=2)[C:8]([O:10][CH3:11])=[O:9])=[N:28][N:29]([C:34]2[CH:39]=[CH:38][CH:37]=[CH:36][CH:35]=2)[CH:30]=1)=[O:33].